Dataset: Full USPTO retrosynthesis dataset with 1.9M reactions from patents (1976-2016). Task: Predict the reactants needed to synthesize the given product. (1) Given the product [N:1]1[CH:6]=[CH:5][CH:4]=[C:3]([NH:7][C:8]2([C:32]#[N:33])[CH2:13][CH2:12][N:11]([C:14]3[CH:19]=[CH:18][C:17]([N:20]4[CH2:24][C@H:23]([CH2:25][NH:26][C:27](=[S:43])[CH3:28])[O:22][C:21]4=[O:30])=[CH:16][C:15]=3[F:31])[CH2:10][CH2:9]2)[CH:2]=1, predict the reactants needed to synthesize it. The reactants are: [N:1]1[CH:6]=[CH:5][CH:4]=[C:3]([NH:7][C:8]2([C:32]#[N:33])[CH2:13][CH2:12][N:11]([C:14]3[CH:19]=[CH:18][C:17]([N:20]4[CH2:24][C@H:23]([CH2:25][NH:26][C:27](=O)[CH3:28])[O:22][C:21]4=[O:30])=[CH:16][C:15]=3[F:31])[CH2:10][CH2:9]2)[CH:2]=1.COC1C=CC(P2(SP(C3C=CC(OC)=CC=3)(=S)S2)=[S:43])=CC=1. (2) Given the product [O:11]=[C:12]1[N:18]([C:9]([O:11][C:12]([CH3:13])([CH3:14])[CH3:15])=[O:10])[C@@H:16]([C:9]([O:11][CH2:12][CH3:13])=[O:10])[CH2:17][CH2:13]1, predict the reactants needed to synthesize it. The reactants are: [CH3:13][C:12]([O:11][C:9](O[C:9]([O:11][C:12]([CH3:15])([CH3:14])[CH3:13])=[O:10])=[O:10])([CH3:15])[CH3:14].[C:16](#[N:18])[CH3:17]. (3) Given the product [ClH:27].[F:1][C:2]1[CH:3]=[C:4]([C:9]2[N:13]([CH2:14][C:15]([OH:17])=[O:16])[C:12](=[O:22])[C:11]3([CH2:26][CH2:25][CH2:24][CH2:23]3)[N:10]=2)[CH:5]=[C:6]([F:8])[CH:7]=1, predict the reactants needed to synthesize it. The reactants are: [F:1][C:2]1[CH:3]=[C:4]([C:9]2[N:13]([CH2:14][C:15]([O:17]C(C)(C)C)=[O:16])[C:12](=[O:22])[C:11]3([CH2:26][CH2:25][CH2:24][CH2:23]3)[N:10]=2)[CH:5]=[C:6]([F:8])[CH:7]=1.[ClH:27]. (4) Given the product [F:1][C:2]1[CH:3]=[CH:4][C:5]([CH2:8][CH2:9][C:10]([NH:13][C:14]2[N:19]=[N:18][C:17]([N:20]3[CH2:21][CH2:22][N:23]([C:26](=[O:27])[C:28]4[CH:33]=[CH:32][CH:31]=[CH:30][C:29]=4[C:34]([F:37])([F:36])[F:35])[CH2:24][CH2:25]3)=[CH:16][CH:15]=2)=[O:12])=[CH:6][CH:7]=1, predict the reactants needed to synthesize it. The reactants are: [F:1][C:2]1[CH:7]=[CH:6][C:5]([CH2:8][CH2:9][C:10]([OH:12])=O)=[CH:4][CH:3]=1.[NH2:13][C:14]1[N:19]=[N:18][C:17]([N:20]2[CH2:25][CH2:24][N:23]([C:26]([C:28]3[CH:33]=[CH:32][CH:31]=[CH:30][C:29]=3[C:34]([F:37])([F:36])[F:35])=[O:27])[CH2:22][CH2:21]2)=[CH:16][CH:15]=1. (5) The reactants are: [NH:1]1[C:9]2[C:4](=[CH:5][CH:6]=[CH:7][C:8]=2[CH2:10][CH2:11][C:12]2[CH:21]=[CH:20][C:15]([C:16]([O:18][CH3:19])=[O:17])=[CH:14][CH:13]=2)[CH2:3][CH2:2]1.BrC1C=CC=C2C=1CN([CH2:32][C:33]1[CH:38]=[CH:37][CH:36]=[C:35]([O:39][CH3:40])[CH:34]=1)C2.C(C1C=CC(C(OC)=O)=CC=1)=C. Given the product [CH3:40][O:39][C:35]1[CH:34]=[C:33]([CH:38]=[CH:37][CH:36]=1)[CH2:32][N:1]1[CH2:2][C:3]2[C:4](=[CH:5][CH:6]=[CH:7][C:8]=2[CH2:10][CH2:11][C:12]2[CH:13]=[CH:14][C:15]([C:16]([O:18][CH3:19])=[O:17])=[CH:20][CH:21]=2)[CH2:9]1, predict the reactants needed to synthesize it.